This data is from Full USPTO retrosynthesis dataset with 1.9M reactions from patents (1976-2016). The task is: Predict the reactants needed to synthesize the given product. (1) Given the product [O:8]=[C:9]1[N:15]([CH:16]2[CH2:17][CH2:18][N:19]([C:22]([O:24][C@H:25]([CH2:26][C:27]3[CH:32]=[C:31]([C:33]([F:35])([F:34])[F:36])[C:30]([NH2:37])=[C:29]([Cl:38])[CH:28]=3)[C:39]([N:62]3[CH2:63][CH2:64][N:59]([C:47]4([CH3:46])[CH2:52][CH2:51][N:50]([CH2:53][C:54]([O:56][CH2:57][CH3:58])=[O:55])[CH2:49][CH2:48]4)[CH2:60][CH2:61]3)=[O:41])=[O:23])[CH2:20][CH2:21]2)[CH2:14][CH2:13][C:12]2[CH:42]=[CH:43][CH:44]=[CH:45][C:11]=2[NH:10]1, predict the reactants needed to synthesize it. The reactants are: C(N(CC)CC)C.[O:8]=[C:9]1[N:15]([CH:16]2[CH2:21][CH2:20][N:19]([C:22]([O:24][C@@H:25]([C:39]([OH:41])=O)[CH2:26][C:27]3[CH:32]=[C:31]([C:33]([F:36])([F:35])[F:34])[C:30]([NH2:37])=[C:29]([Cl:38])[CH:28]=3)=[O:23])[CH2:18][CH2:17]2)[CH2:14][CH2:13][C:12]2[CH:42]=[CH:43][CH:44]=[CH:45][C:11]=2[NH:10]1.[CH3:46][C:47]1([N:59]2[CH2:64][CH2:63][NH:62][CH2:61][CH2:60]2)[CH2:52][CH2:51][N:50]([CH2:53][C:54]([O:56][CH2:57][CH3:58])=[O:55])[CH2:49][CH2:48]1.CN(C(ON1N=NC2C=CC=CC1=2)=[N+](C)C)C.[B-](F)(F)(F)F. (2) The reactants are: [OH:1][CH:2]([CH3:22])[CH2:3][N:4]([CH2:18][CH:19]([OH:21])[CH3:20])[S:5]([C:8]1[CH:13]=[CH:12][C:11]([NH:14]C(=O)C)=[CH:10][CH:9]=1)(=[O:7])=[O:6].[N:23]([O-])=O.[Na+].[CH2:27]([N:31]1[C:36]([OH:37])=[C:35](C)[C:34]([CH3:39])=[C:33]([C:40]#[N:41])[C:32]1=[O:42])[CH2:28][CH2:29][CH3:30].OP([O-])([O-])=O.[K+].[K+].C([O-])(O)=O.[Na+]. Given the product [CH2:27]([N:31]1[C:32](=[O:42])[C:33]([C:40]#[N:41])=[C:34]([CH3:39])[C:35]([N:23]=[N:14][C:11]2[CH:10]=[CH:9][C:8]([S:5]([N:4]([CH2:3][CH:2]([OH:1])[CH3:22])[CH2:18][CH:19]([OH:21])[CH3:20])(=[O:6])=[O:7])=[CH:13][CH:12]=2)=[C:36]1[OH:37])[CH2:28][CH2:29][CH3:30], predict the reactants needed to synthesize it. (3) Given the product [Br:1][C:2]1[C:3]([F:12])=[CH:4][C:5]([F:11])=[C:6]([CH:7]=1)[NH2:8], predict the reactants needed to synthesize it. The reactants are: [Br:1][C:2]1[CH:7]=[C:6]([N+:8]([O-])=O)[C:5]([F:11])=[CH:4][C:3]=1[F:12]. (4) Given the product [CH2:16]([C:18]1[C:19]([C:26]2[CH:34]=[C:33]3[C:29]([C:30]([C:35]4[NH:36][C:37]5[CH2:42][CH2:41][N:40]([CH2:11][C:3]6[CH:2]=[N:1][C:10]7[C:5]([CH:4]=6)=[CH:6][CH:7]=[CH:8][CH:9]=7)[CH2:39][C:38]=5[N:43]=4)=[N:31][NH:32]3)=[CH:28][CH:27]=2)=[CH:20][C:21]([F:25])=[C:22]([OH:24])[CH:23]=1)[CH3:17], predict the reactants needed to synthesize it. The reactants are: [N:1]1[C:10]2[C:5](=[CH:6][CH:7]=[CH:8][CH:9]=2)[CH:4]=[C:3]([CH:11]=O)[CH:2]=1.Br.Br.Br.[CH2:16]([C:18]1[C:19]([C:26]2[CH:34]=[C:33]3[C:29]([C:30]([C:35]4[NH:36][C:37]5[CH2:42][CH2:41][NH:40][CH2:39][C:38]=5[N:43]=4)=[N:31][NH:32]3)=[CH:28][CH:27]=2)=[CH:20][C:21]([F:25])=[C:22]([OH:24])[CH:23]=1)[CH3:17]. (5) Given the product [Cl:28][C:29]1[CH:34]=[CH:33][C:32]([C:2]2[C:3]([O:22][CH2:23][C:24]([F:26])([F:27])[F:25])=[N:4][C:5]([C:18]([F:21])([F:20])[F:19])=[C:6]([CH:17]=2)[C:7]([NH:9][C@H:10]2[CH2:15][CH2:14][CH2:13][CH2:12][C@H:11]2[OH:16])=[O:8])=[CH:31][CH:30]=1, predict the reactants needed to synthesize it. The reactants are: Br[C:2]1[C:3]([O:22][CH2:23][C:24]([F:27])([F:26])[F:25])=[N:4][C:5]([C:18]([F:21])([F:20])[F:19])=[C:6]([CH:17]=1)[C:7]([NH:9][C@H:10]1[CH2:15][CH2:14][CH2:13][CH2:12][C@H:11]1[OH:16])=[O:8].[Cl:28][C:29]1[CH:34]=[CH:33][C:32](B(O)O)=[CH:31][CH:30]=1. (6) Given the product [CH3:35][N:36]([CH2:37][C@H:38]([OH:39])[C@@H:40]([OH:41])[C@H:42]([OH:43])[C@H:44]([OH:45])[CH2:46][OH:47])[C:31]([C:28]1[N:20]2[C:19]([CH2:18][N:17]([C:15]([C:12]3[CH:13]=[CH:14][C:9]([C:4]4[CH:5]=[CH:6][CH:7]=[CH:8][C:3]=4[O:2][CH3:1])=[C:10]([CH3:34])[CH:11]=3)=[O:16])[C:23]3[CH:24]=[CH:25][CH:26]=[CH:27][C:22]=3[CH2:21]2)=[CH:30][CH:29]=1)=[O:32], predict the reactants needed to synthesize it. The reactants are: [CH3:1][O:2][C:3]1[CH:8]=[CH:7][CH:6]=[CH:5][C:4]=1[C:9]1[CH:14]=[CH:13][C:12]([C:15]([N:17]2[C:23]3[CH:24]=[CH:25][CH:26]=[CH:27][C:22]=3[CH2:21][N:20]3[C:28]([C:31](O)=[O:32])=[CH:29][CH:30]=[C:19]3[CH2:18]2)=[O:16])=[CH:11][C:10]=1[CH3:34].[CH3:35][NH:36][CH2:37][C@@H:38]([C@H:40]([C@@H:42]([C@@H:44]([CH2:46][OH:47])[OH:45])[OH:43])[OH:41])[OH:39].O.ON1C2C=CC=CC=2N=N1.Cl.CN(C)CCCN=C=NCC.C(N(CC)C(C)C)(C)C. (7) Given the product [CH2:1]([O:3][C:4]1[CH:9]=[CH:8][C:7]([C:10]#[C:11][C:13]2[CH:25]=[CH:24][C:16]([CH2:17][CH2:18][NH:19][C:20](=[O:23])[CH2:21][CH3:22])=[CH:15][CH:14]=2)=[CH:6][CH:5]=1)[CH3:2], predict the reactants needed to synthesize it. The reactants are: [CH2:1]([O:3][C:4]1[CH:9]=[CH:8][C:7]([C:10]#[CH:11])=[CH:6][CH:5]=1)[CH3:2].I[C:13]1[CH:25]=[CH:24][C:16]([CH2:17][CH2:18][NH:19][C:20](=[O:23])[CH2:21][CH3:22])=[CH:15][CH:14]=1.